Dataset: Full USPTO retrosynthesis dataset with 1.9M reactions from patents (1976-2016). Task: Predict the reactants needed to synthesize the given product. Given the product [F:1][C:2]1[CH:12]=[CH:11][C:5](/[CH:6]=[CH:7]/[C:8]([NH2:14])=[O:9])=[CH:4][CH:3]=1, predict the reactants needed to synthesize it. The reactants are: [F:1][C:2]1[CH:12]=[CH:11][C:5]([CH:6]=[CH:7][C:8](O)=[O:9])=[CH:4][CH:3]=1.C[N:14](C=O)C.C(Cl)(=O)C(Cl)=O.